From a dataset of Catalyst prediction with 721,799 reactions and 888 catalyst types from USPTO. Predict which catalyst facilitates the given reaction. (1) Reactant: CC1C=CC(S(O[CH2:12][CH2:13][O:14][CH2:15][CH2:16][O:17][CH2:18][CH2:19][O:20][CH2:21][CH2:22][O:23][CH3:24])(=O)=O)=CC=1.[N-:25]=[N+:26]=[N-:27].[Na+].O. Product: [N:25]([CH2:12][CH2:13][O:14][CH2:15][CH2:16][O:17][CH2:18][CH2:19][O:20][CH2:21][CH2:22][O:23][CH3:24])=[N+:26]=[N-:27]. The catalyst class is: 14. (2) Reactant: [CH2:1]([O:8][C:9]1[C:17](Br)=[CH:16][CH:15]=[C:14]2[C:10]=1[CH2:11][C:12](=[O:20])[N:13]2[CH3:19])[C:2]1[CH:7]=[CH:6][CH:5]=[CH:4][CH:3]=1.[N:21]1[CH:26]=[CH:25][CH:24]=[C:23](B(O)O)[CH:22]=1.COCCOC.C(=O)([O-])[O-].[Na+].[Na+]. Product: [CH2:1]([O:8][C:9]1[C:17]([C:23]2[CH:22]=[N:21][CH:26]=[CH:25][CH:24]=2)=[CH:16][CH:15]=[C:14]2[C:10]=1[CH2:11][C:12](=[O:20])[N:13]2[CH3:19])[C:2]1[CH:7]=[CH:6][CH:5]=[CH:4][CH:3]=1. The catalyst class is: 4.